Predict the reaction yield, written as a fraction of the theoretical maximum amount of product (1.0 means a 100% yield; for example, 0.34 means a 34% yield). From a dataset of Reaction yield outcomes from USPTO patents with 853,638 reactions. The reactants are Br[C:2]1[CH:11]=[C:10]2[C:5]([CH:6]=[C:7]([NH:12][C:13]([CH:15]3[CH2:17][CH2:16]3)=[O:14])[N:8]=[CH:9]2)=[CH:4][CH:3]=1.[NH:18]1[CH2:23][CH2:22][CH2:21][CH2:20][CH2:19]1.O1CCOCC1.C1(P(C2C=CC=CC=2)C2C=CC3C(=CC=CC=3)C=2C2C3C(=CC=CC=3)C=CC=2P(C2C=CC=CC=2)C2C=CC=CC=2)C=CC=CC=1.C(=O)([O-])[O-].[Cs+].[Cs+]. The catalyst is C(OCC)(=O)C.C([O-])(=O)C.[Pd+2].C([O-])(=O)C. The product is [N:18]1([C:2]2[CH:11]=[C:10]3[C:5]([CH:6]=[C:7]([NH:12][C:13]([CH:15]4[CH2:17][CH2:16]4)=[O:14])[N:8]=[CH:9]3)=[CH:4][CH:3]=2)[CH2:23][CH2:22][CH2:21][CH2:20][CH2:19]1. The yield is 0.0600.